The task is: Predict the reactants needed to synthesize the given product.. This data is from Full USPTO retrosynthesis dataset with 1.9M reactions from patents (1976-2016). (1) Given the product [Cl:17][C:18]1[CH:23]=[CH:22][C:21]([S:24][C:2]2[N:3]=[C:4]([CH3:10])[CH:5]=[CH:6][C:7]=2[C:8]#[N:9])=[CH:20][CH:19]=1, predict the reactants needed to synthesize it. The reactants are: Cl[C:2]1[C:7]([C:8]#[N:9])=[CH:6][CH:5]=[C:4]([CH3:10])[N:3]=1.C([O-])([O-])=O.[K+].[K+].[Cl:17][C:18]1[CH:23]=[CH:22][C:21]([SH:24])=[CH:20][CH:19]=1.O. (2) The reactants are: [Br:1][C:2]1[NH:6][C:5]([CH3:7])=[C:4]([C:8]([O:10][CH2:11][CH3:12])=[O:9])[CH:3]=1.[H-].[Na+].C1OCCOCCOCCOCCOC1.Cl.[N:31]1[CH:36]=[CH:35][CH:34]=[C:33]([S:37](Cl)(=[O:39])=[O:38])[CH:32]=1.C(=O)([O-])O.[Na+]. Given the product [Br:1][C:2]1[N:6]([S:37]([C:33]2[CH:32]=[N:31][CH:36]=[CH:35][CH:34]=2)(=[O:39])=[O:38])[C:5]([CH3:7])=[C:4]([C:8]([O:10][CH2:11][CH3:12])=[O:9])[CH:3]=1, predict the reactants needed to synthesize it. (3) Given the product [Br:8][C:9]1[CH:14]=[CH:13][C:12](/[C:15](/[CH3:19])=[CH:16]/[CH2:17][N:5]2[CH2:6][CH2:7][CH:2]([CH3:1])[CH2:3][CH2:4]2)=[CH:11][CH:10]=1, predict the reactants needed to synthesize it. The reactants are: [CH3:1][CH:2]1[CH2:7][CH2:6][NH:5][CH2:4][CH2:3]1.[Br:8][C:9]1[CH:14]=[CH:13][C:12](/[C:15](/[CH3:19])=[CH:16]/[CH2:17]Cl)=[CH:11][CH:10]=1. (4) Given the product [CH3:1][O:2][C:3]1[CH:8]=[CH:7][CH:6]=[CH:5][C:4]=1[CH:9]1[CH2:24][CH2:23][C:21](=[O:22])[CH:20]=[C:10]1[C:12]1[CH:17]=[CH:16][CH:15]=[CH:14][CH:13]=1, predict the reactants needed to synthesize it. The reactants are: [CH3:1][O:2][C:3]1[CH:8]=[CH:7][CH:6]=[CH:5][C:4]=1[CH2:9][C:10]([C:12]1[CH:17]=[CH:16][CH:15]=[CH:14][CH:13]=1)=O.[OH-].[K+].[CH3:20][C:21]([CH:23]=[CH2:24])=[O:22]. (5) The reactants are: [CH2:1]([O:3][C:4](=[O:21])[C@@H:5]([O:19][CH3:20])[CH2:6][C:7]1[CH:12]=[CH:11][C:10]([O:13][CH2:14][CH2:15][CH2:16][CH2:17]Br)=[CH:9][CH:8]=1)[CH3:2].[O:22]([C:29]1[CH:34]=[CH:33][C:32]([OH:35])=[CH:31][CH:30]=1)[C:23]1[CH:28]=[CH:27][CH:26]=[CH:25][CH:24]=1. Given the product [CH2:1]([O:3][C:4](=[O:21])[C@@H:5]([O:19][CH3:20])[CH2:6][C:7]1[CH:12]=[CH:11][C:10]([O:13][CH2:14][CH2:15][CH2:16][CH2:17][O:35][C:32]2[CH:31]=[CH:30][C:29]([O:22][C:23]3[CH:28]=[CH:27][CH:26]=[CH:25][CH:24]=3)=[CH:34][CH:33]=2)=[CH:9][CH:8]=1)[CH3:2], predict the reactants needed to synthesize it.